Dataset: Full USPTO retrosynthesis dataset with 1.9M reactions from patents (1976-2016). Task: Predict the reactants needed to synthesize the given product. (1) Given the product [F:16][C:2]([F:1])([F:17])[C:3]1[CH:4]=[C:5]([C:9]2[O:13][C:12]([CH:14]=[O:15])=[CH:11][CH:10]=2)[CH:6]=[CH:7][CH:8]=1, predict the reactants needed to synthesize it. The reactants are: [F:1][C:2]([F:17])([F:16])[C:3]1[CH:4]=[C:5]([C:9]2[O:13][C:12]([CH2:14][OH:15])=[CH:11][CH:10]=2)[CH:6]=[CH:7][CH:8]=1.CC(OI1(OC(C)=O)(OC(C)=O)OC(=O)C2C=CC=CC1=2)=O.O. (2) Given the product [ClH:35].[F:31][C:28]1[CH:27]=[CH:26][C:25]([C:24]([NH:23][C:20]2[S:21][C:22]3[C:14]([CH:11]4[CH2:10][CH2:9][NH:8][CH2:13][CH2:12]4)=[CH:15][CH:16]=[C:17]([O:33][CH3:34])[C:18]=3[N:19]=2)=[O:32])=[CH:30][CH:29]=1, predict the reactants needed to synthesize it. The reactants are: C(OC([N:8]1[CH2:13][CH2:12][CH:11]([C:14]2[C:22]3[S:21][C:20]([NH:23][C:24](=[O:32])[C:25]4[CH:30]=[CH:29][C:28]([F:31])=[CH:27][CH:26]=4)=[N:19][C:18]=3[C:17]([O:33][CH3:34])=[CH:16][CH:15]=2)[CH2:10][CH2:9]1)=O)(C)(C)C.[ClH:35].CO. (3) The reactants are: N1C2C(=CC(/C=C3/C(=O)NC4C/3=CC=CC=4)=CC=2)C=N1.[I:21][C:22]1[C:30]2[C:25](=[CH:26][C:27]([CH:31]=O)=[CH:28][CH:29]=2)[NH:24][N:23]=1.[CH3:33][N:34]1[C:42]2[C:37](=[CH:38][CH:39]=[CH:40][CH:41]=2)[CH2:36][C:35]1=[O:43]. Given the product [I:21][C:22]1[C:30]2[C:25](=[CH:26][C:27](/[CH:31]=[C:36]3/[C:35](=[O:43])[N:34]([CH3:33])[C:42]4[C:37]/3=[CH:38][CH:39]=[CH:40][CH:41]=4)=[CH:28][CH:29]=2)[NH:24][N:23]=1, predict the reactants needed to synthesize it. (4) The reactants are: Cl[C:2]1[C:7]([Cl:8])=[CH:6][C:5]([C:9]([F:12])([F:11])[F:10])=[CH:4][N:3]=1.[N:13]1([C:18]2[CH:38]=[CH:37][C:21]([CH2:22][NH:23][S:24]([C:27]3[CH:36]=[CH:35][C:30]([C:31]([O:33][CH3:34])=[O:32])=[CH:29][CH:28]=3)(=[O:26])=[O:25])=[CH:20][CH:19]=2)[CH:17]=[CH:16][CH:15]=[N:14]1. Given the product [N:13]1([C:18]2[CH:38]=[CH:37][C:21]([CH2:22][N:23]([C:2]3[C:7]([Cl:8])=[CH:6][C:5]([C:9]([F:12])([F:11])[F:10])=[CH:4][N:3]=3)[S:24]([C:27]3[CH:36]=[CH:35][C:30]([C:31]([O:33][CH3:34])=[O:32])=[CH:29][CH:28]=3)(=[O:26])=[O:25])=[CH:20][CH:19]=2)[CH:17]=[CH:16][CH:15]=[N:14]1, predict the reactants needed to synthesize it. (5) The reactants are: [H-].[Na+].CO[C:5](=[O:15])[CH2:6][CH2:7][C:8]1[CH:9]=[N:10][C:11]([CH3:14])=[N:12][CH:13]=1.[CH:16](OC)=O.[NH2:20][C:21]([NH2:23])=[S:22]. Given the product [CH3:14][C:11]1[N:12]=[CH:13][C:8]([CH2:7][C:6]2[C:5](=[O:15])[NH:20][C:21](=[S:22])[NH:23][CH:16]=2)=[CH:9][N:10]=1, predict the reactants needed to synthesize it.